From a dataset of KCNQ2 potassium channel screen with 302,405 compounds. Binary Classification. Given a drug SMILES string, predict its activity (active/inactive) in a high-throughput screening assay against a specified biological target. The compound is O=c1n(CC2CCCCC2)c(nc2c1C1(CCCC1)Cc1c2cccc1)NCCO. The result is 0 (inactive).